This data is from Forward reaction prediction with 1.9M reactions from USPTO patents (1976-2016). The task is: Predict the product of the given reaction. (1) Given the reactants C[C:2]1[C@H:8]2[C:9]([CH3:11])([CH3:10])[C@H:6]([CH2:7]2)[C:4](=[O:5])[CH:3]=1.O=[N+]([O-])[O-].[O-][N+](=O)[O-].[O-][N+](=O)[O-].[O-][N+](=O)[O-].[O-:28][N+](=O)[O-].[O-][N+](=O)[O-].[Ce+4].[NH4+].[NH4+].[OH2:39], predict the reaction product. The product is: [C:2]([C@@H:8]1[CH2:7][C@H:6]([C:4]([OH:28])=[O:5])[C:9]1([CH3:11])[CH3:10])(=[O:39])[CH3:3]. (2) Given the reactants [NH2:1][CH:2]([C:7]1[CH:16]=[CH:15][C:10]2[O:11][CH2:12][CH2:13][O:14][C:9]=2[CH:8]=1)[CH2:3][C:4]([OH:6])=[O:5].S(Cl)(Cl)=O.[CH3:21]O, predict the reaction product. The product is: [NH2:1][CH:2]([C:7]1[CH:16]=[CH:15][C:10]2[O:11][CH2:12][CH2:13][O:14][C:9]=2[CH:8]=1)[CH2:3][C:4]([O:6][CH3:21])=[O:5]. (3) The product is: [CH3:17][N:18]([CH3:20])[CH:19]=[C:7]1[CH2:6][O:5][CH2:4][CH:3]([C:8]([O:10][CH3:11])=[O:9])[C:2]1=[O:1]. Given the reactants [O:1]=[C:2]1[CH2:7][CH2:6][O:5][CH2:4][CH:3]1[C:8]([O:10][CH3:11])=[O:9].C(O[CH:17](N(C)C)[N:18]([CH3:20])[CH3:19])(C)(C)C, predict the reaction product. (4) The product is: [Cl:46][C:47]1[CH:52]=[CH:51][C:50]([C@H:53]([NH:55][C:35]([C:37]2[CH:6]=[C:7]3[C:2](=[N:3][CH:4]=2)[N:1]=[C:18]([C:15]2[CH:16]=[CH:17][C:12]([F:11])=[CH:13][CH:14]=2)[C:19]([CH2:20][CH2:21][CH2:22][CH2:23][C:24]([OH:26])=[O:25])=[CH:8]3)=[O:36])[CH3:54])=[CH:49][CH:48]=1. Given the reactants [NH2:1][C:2]1[C:7]([CH:8]=O)=[CH:6]C(Br)=[CH:4][N:3]=1.[F:11][C:12]1[CH:17]=[CH:16][C:15]([C:18](=O)[CH2:19][CH2:20][CH2:21][CH2:22][CH2:23][C:24]([OH:26])=[O:25])=[CH:14][CH:13]=1.C(O[C:35]([C:37](F)(F)F)=[O:36])(C(F)(F)F)=O.CC(O)(C)C.[Cl:46][C:47]1[CH:52]=[CH:51][C:50]([C@H:53]([NH2:55])[CH3:54])=[CH:49][CH:48]=1.C(O)(C(F)(F)F)=O, predict the reaction product. (5) Given the reactants [Cl:1][C:2]1[N:7]=[C:6]([C:8]2[S:12][C:11]([CH:13]([CH3:15])[CH3:14])=[N:10][C:9]=2[C:16]2[CH:17]=[CH:18][C:19](F)=[C:20]([NH2:22])[CH:21]=2)[CH:5]=[CH:4][N:3]=1.[CH:24]1([S:27](Cl)(=[O:29])=[O:28])[CH2:26][CH2:25]1, predict the reaction product. The product is: [Cl:1][C:2]1[N:7]=[C:6]([C:8]2[S:12][C:11]([CH:13]([CH3:15])[CH3:14])=[N:10][C:9]=2[C:16]2[CH:21]=[C:20]([NH:22][S:27]([CH:24]3[CH2:26][CH2:25]3)(=[O:29])=[O:28])[CH:19]=[CH:18][CH:17]=2)[CH:5]=[CH:4][N:3]=1.